The task is: Predict the product of the given reaction.. This data is from Forward reaction prediction with 1.9M reactions from USPTO patents (1976-2016). Given the reactants Cl[C:2](=[N:5][S:6][N:7]([CH:11]([CH3:13])[CH3:12])[CH:8]([CH3:10])[CH3:9])[C:3]#[N:4].[CH3:14][C:15]1[CH:22]=[CH:21][C:18]([CH2:19][SH:20])=[CH:17][CH:16]=1.C(N(CC)CC)C, predict the reaction product. The product is: [CH3:14][C:15]1[CH:22]=[CH:21][C:18]([CH2:19][S:20][C:2](=[N:5][S:6][N:7]([CH:11]([CH3:13])[CH3:12])[CH:8]([CH3:10])[CH3:9])[C:3]#[N:4])=[CH:17][CH:16]=1.